From a dataset of Forward reaction prediction with 1.9M reactions from USPTO patents (1976-2016). Predict the product of the given reaction. Given the reactants N[C@@H:2]1[CH2:6][CH2:5][N:4](C(OC(C)(C)C)=O)[CH2:3]1.[CH3:14][N:15]1[C:23]2[C:18](=[CH:19][CH:20]=[CH:21][CH:22]=2)[CH:17]=[C:16]1[C:24]([OH:26])=O.[NH3:27], predict the reaction product. The product is: [CH3:14][N:15]1[C:23]2[C:18](=[CH:19][CH:20]=[CH:21][CH:22]=2)[C:17]([C@H:2]2[CH2:6][CH2:5][NH:4][CH2:3]2)=[C:16]1[C:24]([NH2:27])=[O:26].